From a dataset of NCI-60 drug combinations with 297,098 pairs across 59 cell lines. Regression. Given two drug SMILES strings and cell line genomic features, predict the synergy score measuring deviation from expected non-interaction effect. (1) Drug 1: C1CC(CNC1)C2=CC=C(C=C2)N3C=C4C=CC=C(C4=N3)C(=O)N. Drug 2: CC1CCC2CC(C(=CC=CC=CC(CC(C(=O)C(C(C(=CC(C(=O)CC(OC(=O)C3CCCCN3C(=O)C(=O)C1(O2)O)C(C)CC4CCC(C(C4)OC)OP(=O)(C)C)C)C)O)OC)C)C)C)OC. Cell line: NCI-H460. Synergy scores: CSS=6.31, Synergy_ZIP=-0.985, Synergy_Bliss=2.83, Synergy_Loewe=6.56, Synergy_HSA=6.56. (2) Drug 1: CC=C1C(=O)NC(C(=O)OC2CC(=O)NC(C(=O)NC(CSSCCC=C2)C(=O)N1)C(C)C)C(C)C. Drug 2: CC(C)(C#N)C1=CC(=CC(=C1)CN2C=NC=N2)C(C)(C)C#N. Cell line: DU-145. Synergy scores: CSS=39.7, Synergy_ZIP=8.51, Synergy_Bliss=9.23, Synergy_Loewe=-47.8, Synergy_HSA=4.93. (3) Drug 1: CC12CCC3C(C1CCC2=O)CC(=C)C4=CC(=O)C=CC34C. Drug 2: CCC1=CC2CC(C3=C(CN(C2)C1)C4=CC=CC=C4N3)(C5=C(C=C6C(=C5)C78CCN9C7C(C=CC9)(C(C(C8N6C)(C(=O)OC)O)OC(=O)C)CC)OC)C(=O)OC.C(C(C(=O)O)O)(C(=O)O)O. Cell line: NCI/ADR-RES. Synergy scores: CSS=19.4, Synergy_ZIP=-0.170, Synergy_Bliss=1.35, Synergy_Loewe=-1.75, Synergy_HSA=2.15. (4) Drug 1: CCC1=C2CN3C(=CC4=C(C3=O)COC(=O)C4(CC)O)C2=NC5=C1C=C(C=C5)O. Drug 2: CC1CCCC2(C(O2)CC(NC(=O)CC(C(C(=O)C(C1O)C)(C)C)O)C(=CC3=CSC(=N3)C)C)C. Cell line: HCT116. Synergy scores: CSS=79.4, Synergy_ZIP=3.08, Synergy_Bliss=0.755, Synergy_Loewe=-0.456, Synergy_HSA=2.23. (5) Drug 1: C(=O)(N)NO. Drug 2: CN1C2=C(C=C(C=C2)N(CCCl)CCCl)N=C1CCCC(=O)O.Cl. Cell line: PC-3. Synergy scores: CSS=3.07, Synergy_ZIP=-1.71, Synergy_Bliss=-0.983, Synergy_Loewe=-2.43, Synergy_HSA=-1.31. (6) Drug 1: CC1C(C(CC(O1)OC2CC(CC3=C2C(=C4C(=C3O)C(=O)C5=C(C4=O)C(=CC=C5)OC)O)(C(=O)C)O)N)O.Cl. Drug 2: CS(=O)(=O)CCNCC1=CC=C(O1)C2=CC3=C(C=C2)N=CN=C3NC4=CC(=C(C=C4)OCC5=CC(=CC=C5)F)Cl. Cell line: NCI-H522. Synergy scores: CSS=29.3, Synergy_ZIP=-8.55, Synergy_Bliss=3.33, Synergy_Loewe=1.10, Synergy_HSA=4.23. (7) Drug 1: C1=CC(=CC=C1CCC2=CNC3=C2C(=O)NC(=N3)N)C(=O)NC(CCC(=O)O)C(=O)O. Drug 2: CC1=C(C(=CC=C1)Cl)NC(=O)C2=CN=C(S2)NC3=CC(=NC(=N3)C)N4CCN(CC4)CCO. Cell line: K-562. Synergy scores: CSS=74.6, Synergy_ZIP=-4.53, Synergy_Bliss=-3.80, Synergy_Loewe=-12.5, Synergy_HSA=2.14.